From a dataset of Forward reaction prediction with 1.9M reactions from USPTO patents (1976-2016). Predict the product of the given reaction. (1) Given the reactants [CH2:1]([C:3]1[C:24]([F:25])=[C:23]([S:26]([CH3:29])(=[O:28])=[O:27])[CH:22]=[CH:21][C:4]=1[C:5]([N:7]1[CH2:13][C:12]2[CH:14]=[C:15]([C:18]([OH:20])=O)[CH:16]=[CH:17][C:11]=2[O:10][CH2:9][CH2:8]1)=[O:6])[CH3:2].C(Cl)([C:32](Cl)=[O:33])=O.[NH2:36][NH2:37].C(N(CC)CC)C.C1N=CN(C(N2C=NC=C2)=O)C=1, predict the reaction product. The product is: [CH2:1]([C:3]1[C:24]([F:25])=[C:23]([S:26]([CH3:29])(=[O:27])=[O:28])[CH:22]=[CH:21][C:4]=1[C:5]([N:7]1[CH2:13][C:12]2[CH:14]=[C:15]([C:18]3[O:20][C:32](=[O:33])[NH:37][N:36]=3)[CH:16]=[CH:17][C:11]=2[O:10][CH2:9][CH2:8]1)=[O:6])[CH3:2]. (2) The product is: [OH:1][C:2]1[C:10]([CH3:11])=[CH:9][CH:8]=[CH:7][C:3]=1[C:4]([O:6][CH3:17])=[O:5]. Given the reactants [OH:1][C:2]1[C:10]([CH3:11])=[CH:9][CH:8]=[CH:7][C:3]=1[C:4]([OH:6])=[O:5].S(=O)(=O)(O)O.[CH3:17]O, predict the reaction product. (3) Given the reactants [NH2:1][C:2]1[CH:7]=[CH:6][CH:5]=[CH:4][C:3]=1[NH:8][C:9]([C:11]1[N:19]([CH3:20])[C:18]2[CH2:17][CH2:16][NH:15][CH2:14][C:13]=2[CH:12]=1)=[O:10].CCN(CC)CC.C1([O:34][C:35](=O)[NH:36][C:37]2[CH:38]=[N:39][CH:40]=[CH:41][CH:42]=2)C=CC=CC=1, predict the reaction product. The product is: [NH2:1][C:2]1[CH:7]=[CH:6][CH:5]=[CH:4][C:3]=1[NH:8][C:9]([C:11]1[N:19]([CH3:20])[C:18]2[CH2:17][CH2:16][N:15]([C:35]([NH:36][C:37]3[CH:38]=[N:39][CH:40]=[CH:41][CH:42]=3)=[O:34])[CH2:14][C:13]=2[CH:12]=1)=[O:10]. (4) Given the reactants [F:1][C:2]1[CH:23]=[CH:22][C:5]([CH2:6][N:7]2[C:11](=[O:12])[N:10]([C:13]3[S:17][C:16]([C:18](O)=[O:19])=[C:15]([CH3:21])[CH:14]=3)[CH:9]=[N:8]2)=[CH:4][CH:3]=1.ON1C2C=CC=CC=2N=N1.Cl.C(N=C=NCCCN(C)C)C.C(N(CC)C(C)C)(C)C.[NH2:55][CH2:56][C:57]1[CH:58]=[N:59][CH:60]=[CH:61][CH:62]=1, predict the reaction product. The product is: [F:1][C:2]1[CH:23]=[CH:22][C:5]([CH2:6][N:7]2[C:11](=[O:12])[N:10]([C:13]3[S:17][C:16]([C:18]([NH:55][CH2:56][C:57]4[CH:58]=[N:59][CH:60]=[CH:61][CH:62]=4)=[O:19])=[C:15]([CH3:21])[CH:14]=3)[CH:9]=[N:8]2)=[CH:4][CH:3]=1. (5) Given the reactants [F:1][C:2]1[CH:7]=[C:6]([CH:8]2[CH2:12][CH2:11][CH2:10][NH:9]2)[CH:5]=[CH:4][C:3]=1[C:13]1[NH:17][C:16]2[CH:18]=[CH:19][CH:20]=[C:21]([C:22]([NH2:24])=[O:23])[C:15]=2[N:14]=1.C(N(CC)CC)C.[CH3:32][C:33]([CH3:35])=O.C([BH3-])#N.[Na+], predict the reaction product. The product is: [F:1][C:2]1[CH:7]=[C:6]([CH:8]2[CH2:12][CH2:11][CH2:10][N:9]2[CH:33]([CH3:35])[CH3:32])[CH:5]=[CH:4][C:3]=1[C:13]1[NH:17][C:16]2[CH:18]=[CH:19][CH:20]=[C:21]([C:22]([NH2:24])=[O:23])[C:15]=2[N:14]=1. (6) Given the reactants Cl.CN(C)CCCN=C=NCC.[C:13]([O:17][C:18]([N:20]([C@H:22]([CH2:26][C:27]1[CH:36]=[CH:35][C:34]2[C:29](=[CH:30][CH:31]=[CH:32][CH:33]=2)[CH:28]=1)[C:23]([OH:25])=O)[CH3:21])=[O:19])([CH3:16])([CH3:15])[CH3:14].ON1C2N=CC=CC=2N=N1.[CH3:47][N:48]([CH2:50][C@@H:51]1[CH2:56][CH2:55][CH2:54][N:53]([C:57](=[O:68])[C@H:58]([NH:66][CH3:67])[CH2:59][C:60]2[CH:65]=[CH:64][CH:63]=[CH:62][CH:61]=2)[CH2:52]1)[CH3:49].C(N(C(C)C)C(C)C)C, predict the reaction product. The product is: [C:13]([O:17][C:18](=[O:19])[N:20]([C@@H:22]([C:23](=[O:25])[N:66]([C@H:58]([CH2:59][C:60]1[CH:61]=[CH:62][CH:63]=[CH:64][CH:65]=1)[C:57]([N:53]1[CH2:54][CH2:55][CH2:56][C@@H:51]([CH2:50][N:48]([CH3:49])[CH3:47])[CH2:52]1)=[O:68])[CH3:67])[CH2:26][C:27]1[CH:36]=[CH:35][C:34]2[C:29](=[CH:30][CH:31]=[CH:32][CH:33]=2)[CH:28]=1)[CH3:21])([CH3:16])([CH3:15])[CH3:14]. (7) Given the reactants C1(C2NN=C(NC3C(C#C)=CN=C(C4C=C(S(N)(=O)=O)C=CC=4)N=3)C=2)CC1.Br[C:29]1[N:34]=[C:33]([NH:35][C:36]2[CH:40]=[C:39]([CH:41]3[CH2:43][CH2:42]3)[NH:38][N:37]=2)[C:32]([C:44]#[C:45][Si](C)(C)C)=[CH:31][N:30]=1.[CH3:50][C:51]1[CH:59]=[CH:58][C:57](B2OC(C)(C)C(C)(C)O2)=[CH:56][C:52]=1[C:53]([NH2:55])=[O:54], predict the reaction product. The product is: [CH:41]1([C:39]2[NH:38][N:37]=[C:36]([NH:35][C:33]3[C:32]([C:44]#[CH:45])=[CH:31][N:30]=[C:29]([C:57]4[CH:58]=[CH:59][C:51]([CH3:50])=[C:52]([CH:56]=4)[C:53]([NH2:55])=[O:54])[N:34]=3)[CH:40]=2)[CH2:43][CH2:42]1. (8) Given the reactants [C:1]([O:5][CH2:6][CH3:7])(=[O:4])[NH:2][NH2:3].[CH2:8]([N:12]=[C:13]=[O:14])[CH2:9][CH2:10][CH3:11].[N-]=C=O, predict the reaction product. The product is: [CH2:8]([NH:12][C:13](=[O:14])[NH:3][NH:2][C:1]([O:5][CH2:6][CH3:7])=[O:4])[CH2:9][CH2:10][CH3:11].